From a dataset of NCI-60 drug combinations with 297,098 pairs across 59 cell lines. Regression. Given two drug SMILES strings and cell line genomic features, predict the synergy score measuring deviation from expected non-interaction effect. (1) Cell line: SN12C. Drug 1: C1=C(C(=O)NC(=O)N1)N(CCCl)CCCl. Drug 2: CC(C1=C(C=CC(=C1Cl)F)Cl)OC2=C(N=CC(=C2)C3=CN(N=C3)C4CCNCC4)N. Synergy scores: CSS=32.3, Synergy_ZIP=-8.74, Synergy_Bliss=-6.42, Synergy_Loewe=-5.01, Synergy_HSA=-4.25. (2) Drug 1: C1=CC=C(C=C1)NC(=O)CCCCCCC(=O)NO. Drug 2: CC1CCC2CC(C(=CC=CC=CC(CC(C(=O)C(C(C(=CC(C(=O)CC(OC(=O)C3CCCCN3C(=O)C(=O)C1(O2)O)C(C)CC4CCC(C(C4)OC)OCCO)C)C)O)OC)C)C)C)OC. Cell line: T-47D. Synergy scores: CSS=30.0, Synergy_ZIP=-8.40, Synergy_Bliss=-3.01, Synergy_Loewe=3.95, Synergy_HSA=4.76. (3) Cell line: OVCAR-5. Drug 1: C1=CN(C(=O)N=C1N)C2C(C(C(O2)CO)O)O.Cl. Synergy scores: CSS=28.1, Synergy_ZIP=-0.222, Synergy_Bliss=5.18, Synergy_Loewe=-7.65, Synergy_HSA=5.76. Drug 2: COCCOC1=C(C=C2C(=C1)C(=NC=N2)NC3=CC=CC(=C3)C#C)OCCOC.Cl. (4) Drug 1: CS(=O)(=O)OCCCCOS(=O)(=O)C. Drug 2: C1CN(P(=O)(OC1)NCCCl)CCCl. Cell line: SNB-19. Synergy scores: CSS=-2.41, Synergy_ZIP=0.800, Synergy_Bliss=-1.13, Synergy_Loewe=-4.17, Synergy_HSA=-5.85. (5) Synergy scores: CSS=3.12, Synergy_ZIP=4.36, Synergy_Bliss=11.7, Synergy_Loewe=-2.18, Synergy_HSA=-1.17. Cell line: SK-MEL-28. Drug 1: C1C(C(OC1N2C=C(C(=O)NC2=O)F)CO)O. Drug 2: CS(=O)(=O)CCNCC1=CC=C(O1)C2=CC3=C(C=C2)N=CN=C3NC4=CC(=C(C=C4)OCC5=CC(=CC=C5)F)Cl.